This data is from Full USPTO retrosynthesis dataset with 1.9M reactions from patents (1976-2016). The task is: Predict the reactants needed to synthesize the given product. (1) Given the product [F:27][C:28]1[CH:29]=[CH:30][C:31]([CH2:32][O:33][CH2:34][C:35]([NH:37][CH2:38][CH2:39][CH:40]=[CH2:41])=[O:36])=[CH:53][CH:54]=1, predict the reactants needed to synthesize it. The reactants are: FC1C=CC(COCC(Cl)=O)=CC=1.Cl.C(N)CC=C.C(N(CC)CC)C.[F:27][C:28]1[CH:54]=[CH:53][C:31]([CH2:32][O:33][CH2:34][C:35]([NH:37][CH2:38][CH2:39][CH:40]2CCN(CC3C=CC=CC=3)C[CH2:41]2)=[O:36])=[CH:30][CH:29]=1. (2) Given the product [Cl:12][C:13]1[CH:18]=[CH:17][C:16]([CH2:19][O:8][C:5]2[CH:6]=[CH:7][C:2]([Cl:1])=[C:3]([N+:9]([O-:11])=[O:10])[CH:4]=2)=[CH:15][CH:14]=1, predict the reactants needed to synthesize it. The reactants are: [Cl:1][C:2]1[CH:7]=[CH:6][C:5]([OH:8])=[CH:4][C:3]=1[N+:9]([O-:11])=[O:10].[Cl:12][C:13]1[CH:18]=[CH:17][C:16]([CH2:19]Br)=[CH:15][CH:14]=1. (3) Given the product [OH:2][C:3]1[CH:4]=[C:5]2[C:9](=[CH:10][CH:11]=1)[N:8]([CH3:12])[CH:7]=[C:6]2[CH2:13][C:14]([O:16][CH3:22])=[O:15], predict the reactants needed to synthesize it. The reactants are: C[O:2][C:3]1[CH:4]=[C:5]2[C:9](=[CH:10][CH:11]=1)[N:8]([CH3:12])[CH:7]=[C:6]2[CH2:13][C:14]([O-:16])=[O:15].B(Br)(Br)Br.Cl[CH2:22]Cl. (4) Given the product [CH3:13][C:4]1[CH:5]=[CH:6][C:7]2[C:12](=[CH:11][CH:10]=[CH:9][CH:8]=2)[C:3]=1[CH2:2][C:14]#[N:15], predict the reactants needed to synthesize it. The reactants are: Cl[CH2:2][C:3]1[C:12]2[C:7](=[CH:8][CH:9]=[CH:10][CH:11]=2)[CH:6]=[CH:5][C:4]=1[CH3:13].[C-:14]#[N:15].[K+].CCO. (5) Given the product [Cl:16][C:17]1[CH:18]=[C:19]([CH:23]=[CH:24][CH:25]=1)[C:20]([NH:22][C:2]1[CH:3]=[C:4]([O:5][C:6]2[CH:7]=[N:8][CH:9]=[CH:10][CH:11]=2)[CH:12]=[C:13]([Cl:15])[CH:14]=1)=[O:21], predict the reactants needed to synthesize it. The reactants are: Br[C:2]1[CH:3]=[C:4]([CH:12]=[C:13]([Cl:15])[CH:14]=1)[O:5][C:6]1[CH:7]=[N:8][CH:9]=[CH:10][CH:11]=1.[Cl:16][C:17]1[CH:18]=[C:19]([CH:23]=[CH:24][CH:25]=1)[C:20]([NH2:22])=[O:21].CC([O-])(C)C.[Na+].CC1(C)C2C(=C(P(C3C=CC=CC=3)C3C=CC=CC=3)C=CC=2)OC2C(P(C3C=CC=CC=3)C3C=CC=CC=3)=CC=CC1=2. (6) Given the product [Cl:1][C:2]1[CH:7]=[C:6]2[NH:8][C:9](=[O:32])[C:10]3([CH:15]([C:16]4[CH:21]=[CH:20][CH:19]=[C:18]([Cl:22])[CH:17]=4)[CH2:14][C:13](=[O:23])[NH:12][CH:11]3[C:24]3[CH:29]=[C:28]([C:37]#[CH:38])[CH:27]=[CH:26][C:25]=3[F:31])[C:5]2=[CH:4][CH:3]=1, predict the reactants needed to synthesize it. The reactants are: [Cl:1][C:2]1[CH:7]=[C:6]2[NH:8][C:9](=[O:32])[C:10]3([CH:15]([C:16]4[CH:21]=[CH:20][CH:19]=[C:18]([Cl:22])[CH:17]=4)[CH2:14][C:13](=[O:23])[NH:12][CH:11]3[C:24]3[CH:29]=[C:28](I)[CH:27]=[CH:26][C:25]=3[F:31])[C:5]2=[CH:4][CH:3]=1.C[Si]([C:37]#[CH:38])(C)C.C(N(CC)CC)C.[OH-].[Na+]. (7) Given the product [C:1]([O:5][C:6]([CH:8]1[CH2:13][CH2:12][N:11]([C:14]2[C:24]([C:25]#[N:26])=[CH:23][C:17]([C:18]([O:20][CH2:21][CH3:22])=[O:19])=[C:16]([O:27][C@@H:81]([CH3:83])[C:80]([O:79][CH2:77][CH3:78])=[O:84])[N:15]=2)[CH2:10][CH2:9]1)=[O:7])([CH3:4])([CH3:3])[CH3:2], predict the reactants needed to synthesize it. The reactants are: [C:1]([O:5][C:6]([CH:8]1[CH2:13][CH2:12][N:11]([C:14]2[C:24]([C:25]#[N:26])=[CH:23][C:17]([C:18]([O:20][CH2:21][CH3:22])=[O:19])=[C:16]([O:27]S(C(F)(F)F)(=O)=O)[N:15]=2)[CH2:10][CH2:9]1)=[O:7])([CH3:4])([CH3:3])[CH3:2].CC1(C)C2C=CC=C(P(C3C=CC=CC=3)C3C=CC=CC=3)C=2OC2C1=CC=CC=2P(C1C=CC=CC=1)C1C=CC=CC=1.[CH2:77]([O:79][C:80](=[O:84])[C@H:81]([CH3:83])O)[CH3:78].CCN(C(C)C)C(C)C.